Dataset: NCI-60 drug combinations with 297,098 pairs across 59 cell lines. Task: Regression. Given two drug SMILES strings and cell line genomic features, predict the synergy score measuring deviation from expected non-interaction effect. (1) Drug 1: CS(=O)(=O)C1=CC(=C(C=C1)C(=O)NC2=CC(=C(C=C2)Cl)C3=CC=CC=N3)Cl. Drug 2: C1=NC(=NC(=O)N1C2C(C(C(O2)CO)O)O)N. Cell line: SNB-75. Synergy scores: CSS=-4.62, Synergy_ZIP=1.83, Synergy_Bliss=0.322, Synergy_Loewe=-2.24, Synergy_HSA=-2.42. (2) Drug 1: CC1CCC2CC(C(=CC=CC=CC(CC(C(=O)C(C(C(=CC(C(=O)CC(OC(=O)C3CCCCN3C(=O)C(=O)C1(O2)O)C(C)CC4CCC(C(C4)OC)OCCO)C)C)O)OC)C)C)C)OC. Drug 2: CCN(CC)CCCC(C)NC1=C2C=C(C=CC2=NC3=C1C=CC(=C3)Cl)OC. Cell line: HOP-62. Synergy scores: CSS=5.75, Synergy_ZIP=-6.20, Synergy_Bliss=1.72, Synergy_Loewe=-9.06, Synergy_HSA=-3.56. (3) Drug 1: CC1C(C(=O)NC(C(=O)N2CCCC2C(=O)N(CC(=O)N(C(C(=O)O1)C(C)C)C)C)C(C)C)NC(=O)C3=C4C(=C(C=C3)C)OC5=C(C(=O)C(=C(C5=N4)C(=O)NC6C(OC(=O)C(N(C(=O)CN(C(=O)C7CCCN7C(=O)C(NC6=O)C(C)C)C)C)C(C)C)C)N)C. Drug 2: CC1CCC2CC(C(=CC=CC=CC(CC(C(=O)C(C(C(=CC(C(=O)CC(OC(=O)C3CCCCN3C(=O)C(=O)C1(O2)O)C(C)CC4CCC(C(C4)OC)O)C)C)O)OC)C)C)C)OC. Cell line: NCI-H522. Synergy scores: CSS=4.76, Synergy_ZIP=2.76, Synergy_Bliss=8.37, Synergy_Loewe=0.255, Synergy_HSA=0.251. (4) Synergy scores: CSS=-0.0375, Synergy_ZIP=-4.26, Synergy_Bliss=-8.00, Synergy_Loewe=-13.0, Synergy_HSA=-9.07. Cell line: DU-145. Drug 1: CC(C1=C(C=CC(=C1Cl)F)Cl)OC2=C(N=CC(=C2)C3=CN(N=C3)C4CCNCC4)N. Drug 2: CC1=C(N=C(N=C1N)C(CC(=O)N)NCC(C(=O)N)N)C(=O)NC(C(C2=CN=CN2)OC3C(C(C(C(O3)CO)O)O)OC4C(C(C(C(O4)CO)O)OC(=O)N)O)C(=O)NC(C)C(C(C)C(=O)NC(C(C)O)C(=O)NCCC5=NC(=CS5)C6=NC(=CS6)C(=O)NCCC[S+](C)C)O. (5) Drug 2: CS(=O)(=O)OCCCCOS(=O)(=O)C. Cell line: HOP-62. Drug 1: CC1CCC2CC(C(=CC=CC=CC(CC(C(=O)C(C(C(=CC(C(=O)CC(OC(=O)C3CCCCN3C(=O)C(=O)C1(O2)O)C(C)CC4CCC(C(C4)OC)O)C)C)O)OC)C)C)C)OC. Synergy scores: CSS=3.17, Synergy_ZIP=-2.50, Synergy_Bliss=-4.12, Synergy_Loewe=-5.78, Synergy_HSA=-6.28.